This data is from Peptide-MHC class I binding affinity with 185,985 pairs from IEDB/IMGT. The task is: Regression. Given a peptide amino acid sequence and an MHC pseudo amino acid sequence, predict their binding affinity value. This is MHC class I binding data. (1) The peptide sequence is PLNDNIATLL. The MHC is HLA-A68:02 with pseudo-sequence HLA-A68:02. The binding affinity (normalized) is 0.176. (2) The peptide sequence is KAMRPWQSF. The MHC is HLA-A32:15 with pseudo-sequence HLA-A32:15. The binding affinity (normalized) is 0.311. (3) The peptide sequence is RTMSYKLAI. The MHC is HLA-B27:05 with pseudo-sequence HLA-B27:05. The binding affinity (normalized) is 0.290. (4) The peptide sequence is ATLLSQVEV. The MHC is HLA-B07:02 with pseudo-sequence HLA-B07:02. The binding affinity (normalized) is 0.0847. (5) The peptide sequence is VTYNIKPVIV. The MHC is HLA-A02:01 with pseudo-sequence HLA-A02:01. The binding affinity (normalized) is 0.260.